Dataset: Peptide-MHC class I binding affinity with 185,985 pairs from IEDB/IMGT. Task: Regression. Given a peptide amino acid sequence and an MHC pseudo amino acid sequence, predict their binding affinity value. This is MHC class I binding data. (1) The peptide sequence is SRILFAQEK. The MHC is HLA-A33:01 with pseudo-sequence HLA-A33:01. The binding affinity (normalized) is 0. (2) The peptide sequence is RRKTNLYGF. The MHC is HLA-A01:01 with pseudo-sequence HLA-A01:01. The binding affinity (normalized) is 0.0847. (3) The peptide sequence is GEETIEERF. The MHC is HLA-B18:01 with pseudo-sequence HLA-B18:01. The binding affinity (normalized) is 0.249. (4) The peptide sequence is MPYNILDRI. The MHC is HLA-B35:01 with pseudo-sequence HLA-B35:01. The binding affinity (normalized) is 0.785. (5) The peptide sequence is CKFNMTGLK. The MHC is HLA-A11:01 with pseudo-sequence HLA-A11:01. The binding affinity (normalized) is 0.142. (6) The peptide sequence is KHGTFGPV. The MHC is H-2-Kb with pseudo-sequence H-2-Kb. The binding affinity (normalized) is 0.0735. (7) The peptide sequence is LSHCWPWFK. The MHC is HLA-A02:16 with pseudo-sequence HLA-A02:16. The binding affinity (normalized) is 0.0847. (8) The peptide sequence is ALFDRPAFK. The MHC is HLA-B15:01 with pseudo-sequence HLA-B15:01. The binding affinity (normalized) is 0.0847. (9) The binding affinity (normalized) is 0.0847. The peptide sequence is FHHRIRCKL. The MHC is HLA-A25:01 with pseudo-sequence HLA-A25:01.